This data is from Reaction yield outcomes from USPTO patents with 853,638 reactions. The task is: Predict the reaction yield, written as a fraction of the theoretical maximum amount of product (1.0 means a 100% yield; for example, 0.34 means a 34% yield). (1) The reactants are CS(C1C=CC(N2CCCC2)=C(C=1)C(O)=O)(=O)=O.Cl[C:20]1[CH:28]=[CH:27][C:26]([S:29](=[O:33])(=[O:32])[NH:30][CH3:31])=[CH:25][C:21]=1[C:22]([OH:24])=[O:23].[NH:34]1[CH2:39][CH2:38][O:37][CH2:36][CH2:35]1. No catalyst specified. The product is [CH3:31][NH:30][S:29]([C:26]1[CH:27]=[CH:28][C:20]([N:34]2[CH2:39][CH2:38][O:37][CH2:36][CH2:35]2)=[C:21]([CH:25]=1)[C:22]([OH:24])=[O:23])(=[O:33])=[O:32]. The yield is 0.400. (2) The reactants are Cl[CH2:2][CH2:3][CH2:4][O:5][C:6]1[CH:15]=[C:14]2[C:9]([C:10]([O:16][C:17]3[CH:22]=[CH:21][C:20]([CH3:23])=[CH:19][C:18]=3[C:24]([C:26]3[CH:31]=[CH:30][CH:29]=[CH:28][CH:27]=3)=[O:25])=[CH:11][CH:12]=[N:13]2)=[CH:8][C:7]=1[O:32][CH3:33].[CH3:34][N:35]1[CH2:40][CH2:39][NH:38][CH2:37][CH2:36]1.C(=O)([O-])[O-].[K+].[K+].O. The catalyst is CN(C)C=O. The product is [CH3:33][O:32][C:7]1[CH:8]=[C:9]2[C:14](=[CH:15][C:6]=1[O:5][CH2:4][CH2:3][CH2:2][N:38]1[CH2:39][CH2:40][N:35]([CH3:34])[CH2:36][CH2:37]1)[N:13]=[CH:12][CH:11]=[C:10]2[O:16][C:17]1[CH:22]=[CH:21][C:20]([CH3:23])=[CH:19][C:18]=1[C:24]([C:26]1[CH:31]=[CH:30][CH:29]=[CH:28][CH:27]=1)=[O:25]. The yield is 0.750. (3) The reactants are C(N(C(C)C)CC)(C)C.[Cl:10][C:11]1[CH:16]=[C:15](Cl)[C:14]([N+:18]([O-:20])=[O:19])=[CH:13][N:12]=1.Cl.[CH:22]1([CH:25]([NH2:27])[CH3:26])[CH2:24][CH2:23]1. The catalyst is O1CCCC1. The product is [Cl:10][C:11]1[CH:16]=[C:15]([NH:27][CH:25]([CH:22]2[CH2:24][CH2:23]2)[CH3:26])[C:14]([N+:18]([O-:20])=[O:19])=[CH:13][N:12]=1. The yield is 0.620. (4) The reactants are [CH3:1][C:2]1[C:6]([CH2:7][N:8]2[CH:12]=[C:11]([N:13]3[C:17](=[O:18])[CH2:16][NH:15][C:14]3=[O:19])[CH:10]=[N:9]2)=[C:5]([CH3:20])[O:4][N:3]=1.[CH3:21][O:22][C:23]1[CH:31]=[CH:30][CH:29]=[CH:28][C:24]=1[CH2:25][CH2:26]Br. No catalyst specified. The product is [CH3:1][C:2]1[C:6]([CH2:7][N:8]2[CH:12]=[C:11]([N:13]3[C:17](=[O:18])[CH2:16][N:15]([CH2:26][CH2:25][C:24]4[CH:28]=[CH:29][CH:30]=[CH:31][C:23]=4[O:22][CH3:21])[C:14]3=[O:19])[CH:10]=[N:9]2)=[C:5]([CH3:20])[O:4][N:3]=1. The yield is 0.520.